Dataset: Catalyst prediction with 721,799 reactions and 888 catalyst types from USPTO. Task: Predict which catalyst facilitates the given reaction. (1) Reactant: [N+:1]([C:4]1[CH:5]=[C:6]([C:14]([O:16]C)=O)[CH:7]=[C:8]([CH:13]=1)[C:9]([O:11]C)=O)([O-:3])=[O:2].[NH2:18][CH2:19][CH:20]([OH:23])[CH2:21][OH:22]. The catalyst class is: 5. Product: [N+:1]([C:4]1[CH:13]=[C:8]([C:9]([NH:18][CH2:19][CH:20]([OH:23])[CH2:21][OH:22])=[O:11])[CH:7]=[C:6]([CH:5]=1)[C:14]([NH:18][CH2:19][CH:20]([OH:23])[CH2:21][OH:22])=[O:16])([O-:3])=[O:2]. (2) Reactant: C([Sn](CCCC)(CCCC)[C:6]1[CH:11]=[N:10][CH:9]=[CH:8][N:7]=1)CCC.FC(F)(F)S(O[C:26]1[C@@:30]2([CH3:46])[CH2:31][CH2:32][C@H:33]3[C@H:42]([C@@H:29]2[CH2:28][CH:27]=1)[CH2:41][CH:40]=[C:39]1[C@:34]3([CH3:45])[CH2:35][CH2:36][C:37](=[O:44])[N:38]1[CH3:43])(=O)=O. Product: [CH3:43][N:38]1[C:39]2[C@@:34]([CH3:45])([C@H:33]3[CH2:32][CH2:31][C@@:30]4([CH3:46])[C@@H:29]([CH2:28][CH:27]=[C:26]4[C:6]4[CH:11]=[N:10][CH:9]=[CH:8][N:7]=4)[C@@H:42]3[CH2:41][CH:40]=2)[CH2:35][CH2:36][C:37]1=[O:44]. The catalyst class is: 128. (3) Reactant: [Br:1][C:2]1[CH:3]=[C:4]([CH:8]=[C:9]([Br:21])[C:10]=1[O:11][C:12]1[CH:17]=[CH:16][C:15]([N+:18]([O-:20])=[O:19])=[CH:14][CH:13]=1)[C:5]([OH:7])=O.[CH3:22][O:23][C:24](=[O:27])[CH2:25][NH2:26].Cl.C(N=C=NCCCN(C)C)C.O.ON1C2C=CC=CC=2N=N1.C(N(CC)CC)C. Product: [N+:18]([C:15]1[CH:16]=[CH:17][C:12]([O:11][C:10]2[C:9]([Br:21])=[CH:8][C:4]([C:5]([NH:26][CH2:25][C:24]([O:23][CH3:22])=[O:27])=[O:7])=[CH:3][C:2]=2[Br:1])=[CH:13][CH:14]=1)([O-:20])=[O:19]. The catalyst class is: 4. (4) Product: [F:16][C:2]([F:1])([F:17])[C:3]([C:9]1[S:13][C:12]([CH2:14][OH:15])=[N:11][CH:10]=1)([OH:8])[C:4]([F:7])([F:6])[F:5]. Reactant: [F:1][C:2]([F:17])([F:16])[C:3]([C:9]1[S:13][C:12]([CH:14]=[O:15])=[N:11][CH:10]=1)([OH:8])[C:4]([F:7])([F:6])[F:5].[BH4-].[Na+]. The catalyst class is: 5.